Dataset: Catalyst prediction with 721,799 reactions and 888 catalyst types from USPTO. Task: Predict which catalyst facilitates the given reaction. (1) Reactant: [CH:1]1([CH:4]([N:8]2[CH:12]=[C:11]([C:13]3[N:18]4[CH:19]=[CH:20][N:21]=[C:17]4[CH:16]=[C:15]([C:22]4[CH:31]=[C:30]5[C:25]([CH2:26][CH2:27][NH:28][CH2:29]5)=[CH:24][CH:23]=4)[N:14]=3)[CH:10]=[N:9]2)[CH2:5][C:6]#[N:7])[CH2:3][CH2:2]1.C=O.[C:34](O[BH-](OC(=O)C)OC(=O)C)(=O)C.[Na+]. Product: [CH:1]1([CH:4]([N:8]2[CH:12]=[C:11]([C:13]3[N:18]4[CH:19]=[CH:20][N:21]=[C:17]4[CH:16]=[C:15]([C:22]4[CH:31]=[C:30]5[C:25]([CH2:26][CH2:27][N:28]([CH3:34])[CH2:29]5)=[CH:24][CH:23]=4)[N:14]=3)[CH:10]=[N:9]2)[CH2:5][C:6]#[N:7])[CH2:3][CH2:2]1. The catalyst class is: 61. (2) Reactant: [H-].[Na+].[Br:3][C:4]1[CH:5]=[C:6]([C:10]2[C:14]3[CH2:15][C:16]4[S:17][CH:18]=[CH:19][C:20]=4[C:13]=3[NH:12][N:11]=2)[CH:7]=[CH:8][CH:9]=1.[CH3:21][Si:22]([CH2:25][CH2:26][O:27][CH2:28]Cl)([CH3:24])[CH3:23]. Product: [Br:3][C:4]1[CH:5]=[C:6]([C:10]2[C:14]3[CH2:15][C:16]4[S:17][CH:18]=[CH:19][C:20]=4[C:13]=3[N:12]([CH2:28][O:27][CH2:26][CH2:25][Si:22]([CH3:24])([CH3:23])[CH3:21])[N:11]=2)[CH:7]=[CH:8][CH:9]=1. The catalyst class is: 1. (3) Reactant: CC([N:5]([C@@H:9]1[CH2:14][CH2:13][CH2:12][N:11]([C:15]2[CH:20]=[C:19]([C:21]3[CH:26]=[CH:25][C:24]([C:27]#[N:28])=[C:23](F)[CH:22]=3)[N:18]=[C:17]([NH2:30])[N:16]=2)[CH2:10]1)[C:6](=O)[O-:7])(C)C.[OH2:31].[NH2:32][NH2:33]. Product: [NH2:30][C:17]1[N:16]=[C:15]([N:11]2[CH2:12][CH2:13][CH2:14][C@@H:9]([NH:5][C:6](=[O:7])[O:31][C:21]([CH3:26])([CH3:22])[CH3:19])[CH2:10]2)[CH:20]=[C:19]([C:21]2[CH:26]=[C:25]3[C:24]([C:27]([NH2:28])=[N:32][NH:33]3)=[CH:23][CH:22]=2)[N:18]=1. The catalyst class is: 8. (4) Reactant: C(O[C:4](=[O:14])[C:5]([NH:7][CH2:8][C:9]([O:11][CH2:12][CH3:13])=[O:10])=[O:6])C.[CH3:15][O:16][CH:17]([O:20][CH3:21])[CH2:18][NH2:19]. Product: [CH3:13][CH2:12][O:11][C:9]([CH2:8][NH:7][C:5]([C:4]([NH:19][CH2:18][CH:17]([O:20][CH3:21])[O:16][CH3:15])=[O:14])=[O:6])=[O:10]. The catalyst class is: 41. (5) Reactant: [CH3:1][N:2]([CH:4](OC)OC)[CH3:3].[CH3:9][C:10]1[C:15]([C:16]#[N:17])=[CH:14][N:13]=[CH:12][CH:11]=1. Product: [CH3:1][N:2]([CH3:3])/[CH:4]=[CH:9]/[C:10]1[C:15]([C:16]#[N:17])=[CH:14][N:13]=[CH:12][CH:11]=1. The catalyst class is: 3. (6) Reactant: [Cl:1][C:2]1[CH:7]=[CH:6][CH:5]=[C:4]([Cl:8])[C:3]=1[C:9]1[N:13]=[C:12]([C:14]2[CH:19]=[CH:18][CH:17]=[C:16]([N+:20]([O-])=O)[CH:15]=2)[O:11][N:10]=1.O.O.[Sn](Cl)Cl.[Sn](Cl)Cl. Product: [Cl:8][C:4]1[CH:5]=[CH:6][CH:7]=[C:2]([Cl:1])[C:3]=1[C:9]1[N:13]=[C:12]([C:14]2[CH:19]=[CH:18][CH:17]=[C:16]([NH2:20])[CH:15]=2)[O:11][N:10]=1. The catalyst class is: 13.